From a dataset of Peptide-MHC class I binding affinity with 185,985 pairs from IEDB/IMGT. Regression. Given a peptide amino acid sequence and an MHC pseudo amino acid sequence, predict their binding affinity value. This is MHC class I binding data. (1) The peptide sequence is AGGWVLWKV. The MHC is HLA-B51:01 with pseudo-sequence HLA-B51:01. The binding affinity (normalized) is 0.0847. (2) The peptide sequence is YYFSYPLFV. The MHC is HLA-C06:02 with pseudo-sequence HLA-C06:02. The binding affinity (normalized) is 0.820. (3) The peptide sequence is KQIQRVETW. The MHC is HLA-B15:01 with pseudo-sequence HLA-B15:01. The binding affinity (normalized) is 0.610. (4) The peptide sequence is MPAYIRNTL. The MHC is HLA-B15:01 with pseudo-sequence HLA-B15:01. The binding affinity (normalized) is 0.0847. (5) The peptide sequence is VIIHVIEHL. The MHC is HLA-B15:01 with pseudo-sequence HLA-B15:01. The binding affinity (normalized) is 0.345.